From a dataset of Reaction yield outcomes from USPTO patents with 853,638 reactions. Predict the reaction yield, written as a fraction of the theoretical maximum amount of product (1.0 means a 100% yield; for example, 0.34 means a 34% yield). (1) The reactants are [CH:1]1([CH2:4][O:5][NH:6][C:7]([C:9]2[C:17]([NH:18][C:19]3[CH:24]=[CH:23][C:22](I)=[CH:21][C:20]=3[CH3:26])=[C:16]([F:27])[C:12]3[N:13]=[CH:14][NH:15][C:11]=3[CH:10]=2)=[O:8])[CH2:3][CH2:2]1.[C:28]([Si:30]([CH3:33])([CH3:32])[CH3:31])#[CH:29]. The catalyst is C(#N)C.C(N(CC)CC)C.Cl[Pd](Cl)([P](C1C=CC=CC=1)(C1C=CC=CC=1)C1C=CC=CC=1)[P](C1C=CC=CC=1)(C1C=CC=CC=1)C1C=CC=CC=1.[Cu]I. The product is [CH:1]1([CH2:4][O:5][NH:6][C:7]([C:9]2[C:17]([NH:18][C:19]3[CH:24]=[CH:23][C:22]([C:29]#[C:28][Si:30]([CH3:33])([CH3:32])[CH3:31])=[CH:21][C:20]=3[CH3:26])=[C:16]([F:27])[C:12]3[N:13]=[CH:14][NH:15][C:11]=3[CH:10]=2)=[O:8])[CH2:3][CH2:2]1. The yield is 0.870. (2) The reactants are [CH2:1]1[C:9]2[C:4](=[CH:5][CH:6]=[CH:7][CH:8]=2)[CH2:3][N:2]1[C:10]1[N:11]=[C:12]2[C:18]([C:19](=[O:24])[C:20]([CH3:23])([CH3:22])[CH3:21])=[CH:17][N:16](COCC[Si](C)(C)C)[C:13]2=[N:14][CH:15]=1.CCCC[N+](CCCC)(CCCC)CCCC.[F-]. The catalyst is C1COCC1. The product is [CH2:1]1[C:9]2[C:4](=[CH:5][CH:6]=[CH:7][CH:8]=2)[CH2:3][N:2]1[C:10]1[N:11]=[C:12]2[C:18]([C:19](=[O:24])[C:20]([CH3:22])([CH3:21])[CH3:23])=[CH:17][NH:16][C:13]2=[N:14][CH:15]=1. The yield is 0.800.